Dataset: Full USPTO retrosynthesis dataset with 1.9M reactions from patents (1976-2016). Task: Predict the reactants needed to synthesize the given product. (1) Given the product [CH:1]1([C:7]2[C:15]3[C:10](=[CH:11][C:12]([C:16]([O:18][CH3:19])=[O:17])=[CH:13][CH:14]=3)[NH:9][C:8]=2[C:20]2[CH:25]=[CH:24][CH:23]=[CH:22][CH:21]=2)[CH2:6][CH2:5][CH2:4][CH2:3][CH2:2]1, predict the reactants needed to synthesize it. The reactants are: [CH:1]1([C:7]2[C:15]3[C:10](=[CH:11][C:12]([C:16]([O:18][CH3:19])=[O:17])=[CH:13][CH:14]=3)[NH:9][C:8]=2[C:20]2[CH:25]=[CH:24][CH:23]=[CH:22][CH:21]=2)[CH2:6][CH2:5][CH2:4][CH:3]=[CH:2]1. (2) Given the product [O:40]1[CH2:45][CH2:44][CH2:43][CH2:42][CH:41]1[O:21][C@H:19]1[CH2:18][CH2:17][C@@:16]2([CH3:22])[C:15](=[CH:14][C:12](=[O:13])[C@@H:6]3[C@@H:5]2[CH2:4][CH2:3][C@@:2]2([CH3:1])[C@H:7]3[CH2:8][CH2:9][C:10]2=[O:11])[CH2:20]1, predict the reactants needed to synthesize it. The reactants are: [CH3:1][C@@:2]12[C:10](=[O:11])[CH2:9][CH2:8][C@H:7]1[C@@H:6]1[C:12]([CH:14]=[C:15]3[CH2:20][C@@H:19]([OH:21])[CH2:18][CH2:17][C@:16]3([CH3:22])[C@H:5]1[CH2:4][CH2:3]2)=[O:13].C1(C)C=CC(S([O-])(=O)=O)=CC=1.[NH+]1C=CC=CC=1.[O:40]1[CH:45]=[CH:44][CH2:43][CH2:42][CH2:41]1. (3) Given the product [F:1][C:2]1[CH:3]=[CH:4][C:5]([N:8]2[CH:11]([C:12]3[CH:13]=[CH:14][C:15]([O:18][CH2:43][CH2:42][CH2:41][CH2:40][CH2:39][CH2:38][I:37])=[CH:16][CH:17]=3)[CH:10]([CH2:19][CH2:20][CH:21]([C:22]3[CH:27]=[CH:26][C:25]([F:28])=[CH:24][CH:23]=3)[OH:29])[C:9]2=[O:30])=[CH:6][CH:7]=1, predict the reactants needed to synthesize it. The reactants are: [F:1][C:2]1[CH:7]=[CH:6][C:5]([N:8]2[CH:11]([C:12]3[CH:17]=[CH:16][C:15]([OH:18])=[CH:14][CH:13]=3)[CH:10]([CH2:19][CH2:20][CH:21]([OH:29])[C:22]3[CH:27]=[CH:26][C:25]([F:28])=[CH:24][CH:23]=3)[C:9]2=[O:30])=[CH:4][CH:3]=1.C(=O)([O-])[O-].[K+].[K+].[I:37][CH:38](I)[CH2:39][CH2:40][CH2:41][CH2:42][CH3:43]. (4) Given the product [Br:1][C:2]1[CH:7]=[CH:6][C:5]2[NH:8][C:11]([C:13]([F:16])([F:15])[F:14])=[N:9][C:4]=2[C:3]=1[Cl:10], predict the reactants needed to synthesize it. The reactants are: [Br:1][C:2]1[C:3]([Cl:10])=[C:4]([NH2:9])[C:5]([NH2:8])=[CH:6][CH:7]=1.[C:11](O)([C:13]([F:16])([F:15])[F:14])=O. (5) Given the product [NH2:2][CH2:1][CH2:3][C:4]1([CH2:17][CH3:18])[CH2:5][CH2:6][N:7]([C:10]([O:12][C:13]([CH3:15])([CH3:14])[CH3:16])=[O:11])[CH2:8][CH2:9]1, predict the reactants needed to synthesize it. The reactants are: [C:1]([CH2:3][C:4]1([CH2:17][CH3:18])[CH2:9][CH2:8][N:7]([C:10]([O:12][C:13]([CH3:16])([CH3:15])[CH3:14])=[O:11])[CH2:6][CH2:5]1)#[N:2]. (6) Given the product [CH2:1]([O:8][C:9]([NH:11][C@H:12]([C:19]([OH:21])=[O:20])[C@H:13]([C:15]([F:16])([F:17])[F:18])[CH3:14])=[O:10])[C:2]1[CH:3]=[CH:4][CH:5]=[CH:6][CH:7]=1, predict the reactants needed to synthesize it. The reactants are: [CH2:1]([O:8][C:9]([NH:11][C@H:12]([C:19]([O:21]CC)=[O:20])[C@H:13]([C:15]([F:18])([F:17])[F:16])[CH3:14])=[O:10])[C:2]1[CH:7]=[CH:6][CH:5]=[CH:4][CH:3]=1.[OH-].[Na+]. (7) The reactants are: [CH3:1][N:2]([CH3:18])[CH2:3][CH2:4][N:5]1[C:13]2[C:8](=[CH:9][C:10]([N+:14]([O-])=O)=[CH:11][CH:12]=2)[CH:7]=[C:6]1[CH3:17]. Given the product [CH3:1][N:2]([CH3:18])[CH2:3][CH2:4][N:5]1[C:13]2[C:8](=[CH:9][C:10]([NH2:14])=[CH:11][CH:12]=2)[CH:7]=[C:6]1[CH3:17], predict the reactants needed to synthesize it. (8) Given the product [F:21][C:2]([F:1])([F:20])[C:3]([NH:5][C:6]1[C:15]([C:16]([O:18][C:40]([CH3:43])([CH3:42])[CH3:41])=[O:17])=[C:14]2[C:9]([CH:10]3[CH2:19][CH:11]3[CH2:12][O:13]2)=[CH:8][CH:7]=1)=[O:4], predict the reactants needed to synthesize it. The reactants are: [F:1][C:2]([F:21])([F:20])[C:3]([NH:5][C:6]1[C:15]([C:16]([OH:18])=[O:17])=[C:14]2[C:9]([CH:10]3[CH2:19][CH:11]3[CH2:12][O:13]2)=[CH:8][CH:7]=1)=[O:4].C1(N=C=NC2CCCCC2)CCCCC1.C(OC(O[C:40]([CH3:43])([CH3:42])[CH3:41])=O)(O[C:40]([CH3:43])([CH3:42])[CH3:41])=O. (9) Given the product [Cl:1][C:2]1[C:3]([CH2:4][C:19]#[N:20])=[CH:7][CH:8]=[CH:9][N:10]=1, predict the reactants needed to synthesize it. The reactants are: [Cl:1][C:2]1[N:10]=[CH:9][CH:8]=[CH:7][C:3]=1[C:4](O)=O.ClC1[N:20]=[CH:19]C(F)=CC=1C(O)=O. (10) Given the product [OH:5][CH:4]([C:6]1[C:7]([CH3:33])=[N:8][C:9]2[CH2:10][CH2:11][N:12]([C:23]([O:25][CH2:26][C:27]3[CH:28]=[CH:29][CH:30]=[CH:31][CH:32]=3)=[O:24])[CH2:13][C:14]=2[C:15]=1[C:16]1[CH:21]=[CH:20][C:19]([CH3:22])=[CH:18][CH:17]=1)[C:3]([O:2][CH3:1])=[O:34], predict the reactants needed to synthesize it. The reactants are: [CH3:1][O:2][C:3](=[O:34])[C:4]([C:6]1[C:7]([CH3:33])=[N:8][C:9]2[CH2:10][CH2:11][N:12]([C:23]([O:25][CH2:26][C:27]3[CH:32]=[CH:31][CH:30]=[CH:29][CH:28]=3)=[O:24])[CH2:13][C:14]=2[C:15]=1[C:16]1[CH:21]=[CH:20][C:19]([CH3:22])=[CH:18][CH:17]=1)=[O:5].[B]1OC2C(=CC=CC=2)O1.C([O-])([O-])=O.[Na+].[Na+].